This data is from Reaction yield outcomes from USPTO patents with 853,638 reactions. The task is: Predict the reaction yield, written as a fraction of the theoretical maximum amount of product (1.0 means a 100% yield; for example, 0.34 means a 34% yield). (1) The reactants are [C:1]([CH2:3][C:4]1[CH:25]=[CH:24][C:7]([CH2:8][C:9]2([CH:22]=O)[CH2:14][CH2:13][N:12]([C:15]([O:17][C:18]([CH3:21])([CH3:20])[CH3:19])=[O:16])[CH2:11][CH2:10]2)=[CH:6][CH:5]=1)#[N:2].C(O)(=O)C.[C:30]1([C@@H:36]2[CH2:38][C@H:37]2[NH2:39])[CH:35]=[CH:34][CH:33]=[CH:32][CH:31]=1.C(O[BH-](OC(=O)C)OC(=O)C)(=O)C.[Na+]. The catalyst is ClCCCl. The product is [C:1]([CH2:3][C:4]1[CH:25]=[CH:24][C:7]([CH2:8][C:9]2([CH2:22][NH:39][C@@H:37]3[CH2:38][C@H:36]3[C:30]3[CH:35]=[CH:34][CH:33]=[CH:32][CH:31]=3)[CH2:14][CH2:13][N:12]([C:15]([O:17][C:18]([CH3:21])([CH3:20])[CH3:19])=[O:16])[CH2:11][CH2:10]2)=[CH:6][CH:5]=1)#[N:2]. The yield is 0.690. (2) The reactants are [Cl:1][C:2]1[C:3]([OH:26])=[C:4]([CH2:12][N:13]2[CH2:18][CH2:17][N:16]([C:19]([O:21][C:22]([CH3:25])([CH3:24])[CH3:23])=[O:20])[CH2:15][CH2:14]2)[C:5]2[O:9][CH2:8][C:7](=[O:10])[C:6]=2[CH:11]=1.[Cl:27][C:28]1[CH:29]=[C:30]2[C:34](=[CH:35][CH:36]=1)[NH:33][N:32]=[C:31]2[CH:37]=O.N1CCCCC1. The catalyst is CO. The product is [Cl:1][C:2]1[C:3]([OH:26])=[C:4]([CH2:12][N:13]2[CH2:18][CH2:17][N:16]([C:19]([O:21][C:22]([CH3:23])([CH3:25])[CH3:24])=[O:20])[CH2:15][CH2:14]2)[C:5]2[O:9]/[C:8](=[CH:37]\[C:31]3[C:30]4[C:34](=[CH:35][CH:36]=[C:28]([Cl:27])[CH:29]=4)[NH:33][N:32]=3)/[C:7](=[O:10])[C:6]=2[CH:11]=1. The yield is 0.350. (3) The reactants are [NH2:1][CH2:2][C:3]1[CH:4]=[C:5]2[C:10](=[CH:11][CH:12]=1)[C:9](=[O:13])[N:8]([CH2:14][CH:15]([CH3:17])[CH3:16])[C:7]([CH2:18][NH:19][C:20](=[O:26])[O:21][C:22]([CH3:25])([CH3:24])[CH3:23])=[C:6]2[C:27]1[CH:32]=[CH:31][CH:30]=[CH:29][CH:28]=1.[C:33](Cl)(=[O:37])[CH:34]([CH3:36])[CH3:35].C(N(CC)CC)C. The catalyst is O1CCCC1. The product is [CH2:14]([N:8]1[C:7]([CH2:18][NH:19][C:20](=[O:26])[O:21][C:22]([CH3:25])([CH3:23])[CH3:24])=[C:6]([C:27]2[CH:28]=[CH:29][CH:30]=[CH:31][CH:32]=2)[C:5]2[C:10](=[CH:11][CH:12]=[C:3]([CH2:2][NH:1][C:33](=[O:37])[CH:34]([CH3:36])[CH3:35])[CH:4]=2)[C:9]1=[O:13])[CH:15]([CH3:17])[CH3:16]. The yield is 0.750. (4) The reactants are [OH:1][C:2]1[NH:7][C:6](=[O:8])[N:5]([CH2:9][C:10]2[CH:15]=[CH:14][CH:13]=[CH:12][CH:11]=2)[C:4](=[O:16])[C:3]=1[C:17]([NH:19][CH2:20][C:21]([O:23][CH2:24][CH3:25])=[O:22])=[O:18].[C:26]([C:28]1[CH:29]=[C:30]([CH:33]=[CH:34][CH:35]=1)[CH2:31]Br)#[N:27].C(=O)([O-])[O-].[Na+].[Na+].Cl. The catalyst is CN(C)C=O. The product is [C:26]([C:28]1[CH:29]=[C:30]([CH2:31][N:7]2[C:2]([OH:1])=[C:3]([C:17]([NH:19][CH2:20][C:21]([O:23][CH2:24][CH3:25])=[O:22])=[O:18])[C:4](=[O:16])[N:5]([CH2:9][C:10]3[CH:11]=[CH:12][CH:13]=[CH:14][CH:15]=3)[C:6]2=[O:8])[CH:33]=[CH:34][CH:35]=1)#[N:27]. The yield is 0.650.